Regression. Given a peptide amino acid sequence and an MHC pseudo amino acid sequence, predict their binding affinity value. This is MHC class I binding data. From a dataset of Peptide-MHC class I binding affinity with 185,985 pairs from IEDB/IMGT. (1) The peptide sequence is SEMGANFKA. The MHC is HLA-B44:02 with pseudo-sequence HLA-B44:02. The binding affinity (normalized) is 0.106. (2) The peptide sequence is FPREGVFVF. The MHC is HLA-B07:02 with pseudo-sequence HLA-B07:02. The binding affinity (normalized) is 0.672. (3) The peptide sequence is EIKDRILSY. The MHC is HLA-A02:06 with pseudo-sequence HLA-A02:06. The binding affinity (normalized) is 0. (4) The peptide sequence is PEWANFKFRD. The MHC is H-2-Db with pseudo-sequence H-2-Db. The binding affinity (normalized) is 0.